The task is: Predict the reaction yield, written as a fraction of the theoretical maximum amount of product (1.0 means a 100% yield; for example, 0.34 means a 34% yield).. This data is from Reaction yield outcomes from USPTO patents with 853,638 reactions. (1) The reactants are [CH:1]1([N:7]2[CH2:11][CH2:10][CH:9]([CH2:12][C:13]3[CH:22]=[CH:21][C:20]4[C:15](=[CH:16][CH:17]=[C:18]([OH:23])[CH:19]=4)[CH:14]=3)[C:8]2=[O:24])[CH2:6][CH2:5][CH2:4][CH2:3][CH2:2]1.C([O-])([O-])=O.[K+].[K+].C([O-])([O-])=O.[Cs+].[Cs+].Cl.[Cl:38][CH2:39][CH2:40][N:41]([CH3:43])[CH3:42].Cl.CCOCC. The catalyst is CC(C)=O. The product is [ClH:38].[CH:1]1([N:7]2[CH2:11][CH2:10][CH:9]([CH2:12][C:13]3[CH:22]=[CH:21][C:20]4[C:15](=[CH:16][CH:17]=[C:18]([O:23][CH2:39][CH2:40][N:41]([CH3:43])[CH3:42])[CH:19]=4)[CH:14]=3)[C:8]2=[O:24])[CH2:2][CH2:3][CH2:4][CH2:5][CH2:6]1. The yield is 0.840. (2) No catalyst specified. The reactants are [F:1][C:2]1[CH:3]=[C:4](B(O)O)[CH:5]=[N:6][CH:7]=1.[NH2:11][C:12]1[C:20]2[C:15](=[CH:16][CH:17]=[CH:18][C:19]=2[F:21])[C:14]([C:29]2[CH:30]=[C:31]([CH3:38])[C:32](=[O:37])[N:33]([CH2:35][CH3:36])[CH:34]=2)([C:22]2[CH:27]=[CH:26][CH:25]=[C:24](Br)[CH:23]=2)[N:13]=1. The yield is 0.700. The product is [NH2:11][C:12]1[C:20]2[C:15](=[CH:16][CH:17]=[CH:18][C:19]=2[F:21])[C:14]([C:29]2[CH:30]=[C:31]([CH3:38])[C:32](=[O:37])[N:33]([CH2:35][CH3:36])[CH:34]=2)([C:22]2[CH:27]=[CH:26][CH:25]=[C:24]([C:4]3[CH:5]=[N:6][CH:7]=[C:2]([F:1])[CH:3]=3)[CH:23]=2)[N:13]=1. (3) The reactants are [C:1]([NH:5][C:6]([C:8]1[CH:9]=[C:10]([C:17]2[N:21]([CH2:22][CH:23]3[CH2:28][CH2:27][CH2:26][CH2:25][CH2:24]3)[C:20]([CH3:29])=[C:19]([C:30]([O:32]CC)=[O:31])[CH:18]=2)[N:11]2[C:16]=1[CH:15]=[CH:14][CH:13]=[CH:12]2)=[O:7])([CH3:4])([CH3:3])[CH3:2].CC([O-])(C)C.[K+]. The catalyst is CS(C)=O.O. The product is [C:1]([NH:5][C:6]([C:8]1[CH:9]=[C:10]([C:17]2[N:21]([CH2:22][CH:23]3[CH2:24][CH2:25][CH2:26][CH2:27][CH2:28]3)[C:20]([CH3:29])=[C:19]([C:30]([OH:32])=[O:31])[CH:18]=2)[N:11]2[C:16]=1[CH:15]=[CH:14][CH:13]=[CH:12]2)=[O:7])([CH3:4])([CH3:2])[CH3:3]. The yield is 0.980. (4) The reactants are [OH:1][CH:2]1[CH2:7][CH2:6][NH:5][CH2:4][CH2:3]1.[OH-].[Na+].Br[CH2:11][CH2:12][CH2:13][Cl:14]. The catalyst is CC(C)=O. The product is [Cl:14][CH2:13][CH2:12][CH2:11][N:5]1[CH2:6][CH2:7][CH:2]([OH:1])[CH2:3][CH2:4]1. The yield is 0.280. (5) The reactants are OC[C@@H](N[C:11](=[O:25])[C@@:12]([CH3:24])([C:18]1[CH:23]=[CH:22][CH:21]=[CH:20][CH:19]=1)[CH2:13][CH2:14][CH:15]([CH3:17])[CH3:16])C1C=CC=CC=1.S(=O)(=O)(O)[OH:27]. The catalyst is O1CCOCC1. The product is [CH3:24][C@:12]([C:18]1[CH:19]=[CH:20][CH:21]=[CH:22][CH:23]=1)([CH2:13][CH2:14][CH:15]([CH3:16])[CH3:17])[C:11]([OH:25])=[O:27]. The yield is 0.970. (6) The reactants are [C:1]([C:5]1[CH:9]=[C:8]([NH:10][C:11]([NH:13][C:14]2[CH:19]=[C:18]([C:20]3[C:31](=[O:32])[N:30]([CH3:33])[C:23]4[N:24]=[C:25](SC)[N:26]=[CH:27][C:22]=4[CH:21]=3)[C:17]([CH3:34])=[CH:16][C:15]=2[F:35])=[O:12])[O:7][N:6]=1)([CH3:4])([CH3:3])[CH3:2].C1C=C(Cl)C=C([C:43](OO)=[O:44])C=1.CO.C(N(CC)CC)C. The catalyst is C(Cl)Cl. The product is [C:1]([C:5]1[CH:9]=[C:8]([NH:10][C:11]([NH:13][C:14]2[CH:19]=[C:18]([C:20]3[C:31](=[O:32])[N:30]([CH3:33])[C:23]4[N:24]=[C:25]([O:44][CH3:43])[N:26]=[CH:27][C:22]=4[CH:21]=3)[C:17]([CH3:34])=[CH:16][C:15]=2[F:35])=[O:12])[O:7][N:6]=1)([CH3:4])([CH3:3])[CH3:2]. The yield is 0.590. (7) The reactants are [Cl:1][C:2]1[N:7]=[C:6]([NH:8][C:9]2[CH:14]=[CH:13][C:12]3[O:15][CH2:16][CH2:17][O:18][C:11]=3[CH:10]=2)[C:5]([F:19])=[CH:4][N:3]=1.[C:20]([O-])([O-])=O.[Cs+].[Cs+].CI. The catalyst is CN(C)C=O. The product is [NH3:3].[CH3:12][OH:15].[Cl:1][C:2]1[N:7]=[C:6]([N:8]([C:9]2[CH:14]=[CH:13][C:12]3[O:15][CH2:16][CH2:17][O:18][C:11]=3[CH:10]=2)[CH3:20])[C:5]([F:19])=[CH:4][N:3]=1. The yield is 0.0100. (8) The reactants are [CH2:1]([N:5]1[C:10](=[O:11])[C:9]([CH2:12]OS(C)(=O)=O)=[CH:8][C:7]([C:18]2[CH:23]=[CH:22][C:21]([S:24][CH3:25])=[CH:20][CH:19]=2)=[N:6]1)[CH:2]([CH3:4])[CH3:3].[CH3:26][N:27]1[CH2:32][CH2:31][NH:30][CH2:29][CH2:28]1. No catalyst specified. The product is [CH2:1]([N:5]1[C:10](=[O:11])[C:9]([CH2:12][N:30]2[CH2:31][CH2:32][N:27]([CH3:26])[CH2:28][CH2:29]2)=[CH:8][C:7]([C:18]2[CH:23]=[CH:22][C:21]([S:24][CH3:25])=[CH:20][CH:19]=2)=[N:6]1)[CH:2]([CH3:4])[CH3:3]. The yield is 0.683. (9) The reactants are [CH3:1][N:2]1[CH:6]=[CH:5][CH:4]=[C:3]1[C:7]([OH:9])=O.CN(C)C=O.C(Cl)(=O)C(Cl)=O.[NH2:21][C:22]1[CH:23]=[C:24]([CH:41]=[CH:42][CH:43]=1)[O:25][C:26]1[CH:27]=[CH:28][C:29]2[N:30]([CH:32]=[C:33]([NH:35][C:36]([CH:38]3[CH2:40][CH2:39]3)=[O:37])[N:34]=2)[N:31]=1. The catalyst is CN(C)C(=O)C.O1CCCC1. The product is [CH:38]1([C:36]([NH:35][C:33]2[N:34]=[C:29]3[CH:28]=[CH:27][C:26]([O:25][C:24]4[CH:23]=[C:22]([NH:21][C:7]([C:3]5[N:2]([CH3:1])[CH:6]=[CH:5][CH:4]=5)=[O:9])[CH:43]=[CH:42][CH:41]=4)=[N:31][N:30]3[CH:32]=2)=[O:37])[CH2:39][CH2:40]1. The yield is 0.490. (10) The reactants are [CH2:1]([C:4]1([C:25]2[CH:30]=[CH:29][CH:28]=[CH:27][CH:26]=2)[O:9][C:8](=[O:10])[N:7]([C:11]2[CH:12]=[C:13]([C:17]3[CH:22]=[CH:21][C:20]([F:23])=[CH:19][C:18]=3[F:24])[CH:14]=[CH:15][CH:16]=2)[CH2:6][CH2:5]1)[CH:2]=C.[O:31]=[O+][O-].[BH4-].[Na+]. The catalyst is C(Cl)Cl. The product is [F:24][C:18]1[CH:19]=[C:20]([F:23])[CH:21]=[CH:22][C:17]=1[C:13]1[CH:14]=[CH:15][CH:16]=[C:11]([N:7]2[CH2:6][CH2:5][C:4]([CH2:1][CH2:2][OH:31])([C:25]3[CH:26]=[CH:27][CH:28]=[CH:29][CH:30]=3)[O:9][C:8]2=[O:10])[CH:12]=1. The yield is 0.250.